From a dataset of Forward reaction prediction with 1.9M reactions from USPTO patents (1976-2016). Predict the product of the given reaction. (1) Given the reactants [C:1]1([C:7]2[CH:12]=[CH:11][C:10]([OH:13])=[CH:9][CH:8]=2)[CH:6]=[CH:5][CH:4]=[CH:3][CH:2]=1.[C:14](O)([CH3:17])([CH3:16])[CH3:15].CCCCCC, predict the reaction product. The product is: [C:14]([C:11]1[CH:12]=[C:7]([C:1]2[CH:2]=[CH:3][CH:4]=[CH:5][CH:6]=2)[CH:8]=[CH:9][C:10]=1[OH:13])([CH3:17])([CH3:16])[CH3:15]. (2) Given the reactants C(OC(=O)C1C=CC(CBr)=C(C(F)(F)F)C=1)C.N1CCCC1.C(OC(=O)C1C=CC(CN2CC[C@@H](NC(OC(C)(C)C)=O)C2)=C(C(F)(F)F)C=1)C.C(OC(=O)N[C@@H:59]1[CH2:63][CH2:62][N:61]([CH2:64][C:65]2[CH:70]=[CH:69][C:68]([C:71](=[O:86])[NH:72][CH2:73][C:74]3[CH:79]=[C:78]([Cl:80])[CH:77]=[CH:76][C:75]=3[S:81]([CH2:84][CH3:85])(=[O:83])=[O:82])=[CH:67][C:66]=2[C:87]([F:90])([F:89])[F:88])[CH2:60]1)(C)(C)C.[OH-].[K+], predict the reaction product. The product is: [Cl:80][C:78]1[CH:77]=[CH:76][C:75]([S:81]([CH2:84][CH3:85])(=[O:83])=[O:82])=[C:74]([CH:79]=1)[CH2:73][NH:72][C:71](=[O:86])[C:68]1[CH:69]=[CH:70][C:65]([CH2:64][N:61]2[CH2:60][CH2:59][CH2:63][CH2:62]2)=[C:66]([C:87]([F:89])([F:88])[F:90])[CH:67]=1. (3) Given the reactants C([O:3][C:4]([C:6]1[CH:10]=[C:9]([C:11]2[CH:16]=[CH:15][N:14]=[C:13]([NH2:17])[N:12]=2)[O:8][C:7]=1[C:18]1[CH:23]=[CH:22][CH:21]=[CH:20][CH:19]=1)=[O:5])C.[OH-].[Na+].Cl, predict the reaction product. The product is: [NH2:17][C:13]1[N:12]=[C:11]([C:9]2[O:8][C:7]([C:18]3[CH:23]=[CH:22][CH:21]=[CH:20][CH:19]=3)=[C:6]([C:4]([OH:5])=[O:3])[CH:10]=2)[CH:16]=[CH:15][N:14]=1.